Dataset: Full USPTO retrosynthesis dataset with 1.9M reactions from patents (1976-2016). Task: Predict the reactants needed to synthesize the given product. (1) Given the product [Cl:31][C:28]1[S:27][C:26]([C:9]2[C:8]([C:4]3[CH:3]=[C:2]([NH:1][C:42](=[O:43])[CH2:41][N:39]([CH3:40])[C:32](=[O:33])[O:34][C:35]([CH3:37])([CH3:38])[CH3:36])[CH:7]=[CH:6][CH:5]=3)=[CH:13][N:12]=[C:11]([NH:14][CH2:15][CH2:16][N:17]3[C:21]([CH3:22])([CH3:23])[C:20](=[O:24])[NH:19][C:18]3=[O:25])[N:10]=2)=[CH:30][CH:29]=1, predict the reactants needed to synthesize it. The reactants are: [NH2:1][C:2]1[CH:3]=[C:4]([C:8]2[C:9]([C:26]3[S:27][C:28]([Cl:31])=[CH:29][CH:30]=3)=[N:10][C:11]([NH:14][CH2:15][CH2:16][N:17]3[C:21]([CH3:23])([CH3:22])[C:20](=[O:24])[NH:19][C:18]3=[O:25])=[N:12][CH:13]=2)[CH:5]=[CH:6][CH:7]=1.[C:32]([N:39]([CH2:41][C:42](O)=[O:43])[CH3:40])([O:34][C:35]([CH3:38])([CH3:37])[CH3:36])=[O:33].Cl.C(N=C=NCCCN(C)C)C.C(N(CC)C(C)C)(C)C. (2) Given the product [CH:17]1([N:24]([CH2:48][CH2:49][NH:2][CH2:3][CH2:4][C:5]2[C:10]3[O:11][CH2:12][C:13](=[O:15])[NH:14][C:9]=3[C:8]([OH:16])=[CH:7][CH:6]=2)[C:25](=[O:47])[CH2:26][CH2:27][N:28]([CH2:39][CH2:40][C:41]2[CH:42]=[CH:43][CH:44]=[CH:45][CH:46]=2)[C:29](=[O:38])[O:30][CH2:31][C:32]2[CH:33]=[CH:34][CH:35]=[CH:36][CH:37]=2)[CH2:23][CH2:22][CH2:21][CH2:20][CH2:19][CH2:18]1, predict the reactants needed to synthesize it. The reactants are: Cl.[NH2:2][CH2:3][CH2:4][C:5]1[C:10]2[O:11][CH2:12][C:13](=[O:15])[NH:14][C:9]=2[C:8]([OH:16])=[CH:7][CH:6]=1.[CH:17]1([N:24]([CH2:48][CH:49]=O)[C:25](=[O:47])[CH2:26][CH2:27][N:28]([CH2:39][CH2:40][C:41]2[CH:46]=[CH:45][CH:44]=[CH:43][CH:42]=2)[C:29](=[O:38])[O:30][CH2:31][C:32]2[CH:37]=[CH:36][CH:35]=[CH:34][CH:33]=2)[CH2:23][CH2:22][CH2:21][CH2:20][CH2:19][CH2:18]1. (3) Given the product [C:17]([C:4]1[CH:3]=[C:2]([NH:1][C:29]([NH:28][C:24]2[CH:25]=[CH:26][CH:27]=[C:22]([Cl:21])[C:23]=2[Cl:31])=[O:30])[N:6]([C:7]2[CH:15]=[C:14]3[C:10](=[CH:9][CH:8]=2)[CH2:11][CH2:12][C:13]3=[O:16])[N:5]=1)([CH3:20])([CH3:19])[CH3:18], predict the reactants needed to synthesize it. The reactants are: [NH2:1][C:2]1[N:6]([C:7]2[CH:15]=[C:14]3[C:10]([CH2:11][CH2:12][C:13]3=[O:16])=[CH:9][CH:8]=2)[N:5]=[C:4]([C:17]([CH3:20])([CH3:19])[CH3:18])[CH:3]=1.[Cl:21][C:22]1[CH:27]=[CH:26][CH:25]=[C:24]([N:28]=[C:29]=[O:30])[C:23]=1[Cl:31].O. (4) Given the product [ClH:22].[ClH:34].[CH3:1][O:2][C:3]1[CH:26]=[C:25]([CH2:27][N:28]2[CH2:33][CH2:32][CH2:31][CH2:30][CH2:29]2)[CH:24]=[CH:23][C:4]=1[O:5][CH2:6][CH2:7][CH2:8][CH2:9][CH2:10][O:11][C:12]1[C:21]2[C:16](=[CH:17][C:18]([Cl:22])=[CH:19][CH:20]=2)[N:15]=[CH:14][CH:13]=1, predict the reactants needed to synthesize it. The reactants are: [CH3:1][O:2][C:3]1[CH:26]=[C:25]([CH2:27][N:28]2[CH2:33][CH2:32][CH2:31][CH2:30][CH2:29]2)[CH:24]=[CH:23][C:4]=1[O:5][CH2:6][CH2:7][CH2:8][CH2:9][CH2:10][O:11][C:12]1[C:21]2[C:16](=[CH:17][C:18]([Cl:22])=[CH:19][CH:20]=2)[N:15]=[CH:14][CH:13]=1.[ClH:34]. (5) The reactants are: [CH2:1]([O:8][CH2:9][C@H:10]1[CH2:12][O:11]1)[C:2]1[CH:7]=[CH:6][CH:5]=[CH:4][CH:3]=1.[CH:13]([Mg]Cl)=[CH2:14].[Cl-].[NH4+]. Given the product [CH2:1]([O:8][CH2:9][C@H:10]([OH:11])[CH2:12][CH:13]=[CH2:14])[C:2]1[CH:7]=[CH:6][CH:5]=[CH:4][CH:3]=1, predict the reactants needed to synthesize it.